This data is from Reaction yield outcomes from USPTO patents with 853,638 reactions. The task is: Predict the reaction yield, written as a fraction of the theoretical maximum amount of product (1.0 means a 100% yield; for example, 0.34 means a 34% yield). (1) The reactants are Br[CH2:2][C:3]1[CH:8]=[CH:7][CH:6]=[C:5]([N+:9]([O-:11])=[O:10])[CH:4]=1.C1(P(C2C=CC=CC=2)C2C=CC=CC=2)C=CC=CC=1.CC(C)([O-])C.[K+].[CH:37]([C:39]1[N:40]=[C:41]([NH:44][C:45](=[O:47])[CH3:46])[S:42][CH:43]=1)=O.Cl. The catalyst is CN(C)C=O.O. The product is [N+:9]([C:5]1[CH:4]=[C:3]([CH:2]=[CH:37][C:39]2[N:40]=[C:41]([NH:44][C:45](=[O:47])[CH3:46])[S:42][CH:43]=2)[CH:8]=[CH:7][CH:6]=1)([O-:11])=[O:10]. The yield is 0.874. (2) The reactants are [CH3:1][O:2][C:3]1[CH:8]=[CH:7][C:6]([C:9]2[O:13][N:12]=[CH:11][C:10]=2[CH2:14][CH2:15][C:16](OC)=[O:17])=[CH:5][CH:4]=1.[H-].C([Al+]CC(C)C)C(C)C.Cl. The catalyst is O1CCCC1. The product is [CH3:1][O:2][C:3]1[CH:4]=[CH:5][C:6]([C:9]2[O:13][N:12]=[CH:11][C:10]=2[CH2:14][CH2:15][CH2:16][OH:17])=[CH:7][CH:8]=1. The yield is 0.910. (3) The reactants are [OH:1][C:2]1[CH:7]=[CH:6][C:5]([C:8](=[O:10])[CH3:9])=[CH:4][C:3]=1[O:11][CH3:12].C(=O)([O-])[O-].[K+].[K+].Cl.Cl[CH2:21][C:22]1[CH:23]=[CH:24][C:25]([O:28][CH3:29])=[N:26][CH:27]=1. The catalyst is C(#N)C.O. The product is [CH3:12][O:11][C:3]1[CH:4]=[C:5]([C:8](=[O:10])[CH3:9])[CH:6]=[CH:7][C:2]=1[O:1][CH2:21][C:22]1[CH:27]=[N:26][C:25]([O:28][CH3:29])=[CH:24][CH:23]=1. The yield is 0.850. (4) The reactants are [NH:1]1[CH2:5][CH2:4][N:3]=[C:2]1[C:6]1[C:7]([O:24][CH3:25])=[CH:8][C:9]([CH:21]([CH3:23])[CH3:22])=[C:10]([CH:20]=1)[O:11][C:12]1[C:13]([NH2:19])=[N:14][C:15]([NH2:18])=[N:16][CH:17]=1.[Mn]([O-])([O-])(=O)=O.[Ba+2]. The catalyst is C(Cl)Cl. The product is [NH:3]1[CH:4]=[CH:5][N:1]=[C:2]1[C:6]1[C:7]([O:24][CH3:25])=[CH:8][C:9]([CH:21]([CH3:23])[CH3:22])=[C:10]([CH:20]=1)[O:11][C:12]1[C:13]([NH2:19])=[N:14][C:15]([NH2:18])=[N:16][CH:17]=1. The yield is 0.410. (5) The reactants are [C:1]([OH:9])(=[O:8])[C:2]1[CH:7]=[CH:6][CH:5]=[CH:4][CH:3]=1.C1(P(C2C=CC=CC=2)C2C=CC=CC=2)C=CC=CC=1.O[C@@H:30]1[CH2:35][CH2:34][CH2:33][C@H:32]([C:36]#[N:37])[CH2:31]1.N(C(OCC)=O)=NC(OCC)=O. The catalyst is C1COCC1.CCOC(C)=O. The product is [C:36]([C@H:32]1[CH2:33][CH2:34][CH2:35][C@H:30]([O:8][C:1](=[O:9])[C:2]2[CH:7]=[CH:6][CH:5]=[CH:4][CH:3]=2)[CH2:31]1)#[N:37]. The yield is 0.140.